Dataset: Reaction yield outcomes from USPTO patents with 853,638 reactions. Task: Predict the reaction yield, written as a fraction of the theoretical maximum amount of product (1.0 means a 100% yield; for example, 0.34 means a 34% yield). (1) The reactants are [O:1]1[CH2:6][CH2:5][CH2:4][CH2:3][CH:2]1[O:7][CH2:8][C@H:9]1[O:13][C:12](=[O:14])[CH2:11][CH2:10]1.[CH3:15][CH2:16][Mg+].[Br-].CCOCC. The catalyst is C1COCC1.CC(O[Ti](OC(C)C)(OC(C)C)OC(C)C)C. The product is [OH:13][C@H:9]([CH2:8][O:7][CH:2]1[CH2:3][CH2:4][CH2:5][CH2:6][O:1]1)[CH2:10][CH2:11][C:12]1([OH:14])[CH2:16][CH2:15]1. The yield is 0.740. (2) The product is [O:15]=[C:11]([CH3:10])[CH2:12][C:13]([NH:2][C@H:3]([C:4]([O:6][CH2:7][CH3:8])=[O:5])[CH3:9])=[O:14]. The catalyst is C1(C)C=CC=CC=1. The yield is 0.740. The reactants are Cl.[NH2:2][C@@H:3]([CH3:9])[C:4]([O:6][CH2:7][CH3:8])=[O:5].[CH2:10]=[C:11]1[O:15][C:13](=[O:14])[CH2:12]1.C([O-])(O)=O.[Na+]. (3) The reactants are C([O:3][C:4]([C:6]1[N:7]([CH2:23][CH3:24])[C:8]([CH:21]=[O:22])=[C:9]([C:14]2[CH:19]=[CH:18][C:17]([F:20])=[CH:16][CH:15]=2)[C:10]=1[CH:11]([CH3:13])[CH3:12])=[O:5])C.O.[OH-].[Li+].O. The catalyst is O1CCCC1. The product is [CH2:23]([N:7]1[C:8]([CH:21]=[O:22])=[C:9]([C:14]2[CH:19]=[CH:18][C:17]([F:20])=[CH:16][CH:15]=2)[C:10]([CH:11]([CH3:12])[CH3:13])=[C:6]1[C:4]([OH:5])=[O:3])[CH3:24]. The yield is 0.950. (4) The yield is 0.800. The catalyst is O1CCOCC1. The reactants are Br[C:2]1[CH:7]=[CH:6][CH:5]=[CH:4][C:3]=1[N+:8]([O-:10])=[O:9].[CH3:11][C@H:12]1[CH2:17][NH:16][CH2:15][CH2:14][NH:13]1.C([O-])([O-])=O.[K+].[K+]. The product is [CH3:11][C@@H:12]1[NH:13][CH2:14][CH2:15][N:16]([C:2]2[CH:7]=[CH:6][CH:5]=[CH:4][C:3]=2[N+:8]([O-:10])=[O:9])[CH2:17]1. (5) The reactants are [C:1]([O:5][C:6]([NH:8][C:9]1[CH:14]=[C:13]([CH2:15][C:16](OCC)=[O:17])[CH:12]=[CH:11][N:10]=1)=[O:7])([CH3:4])([CH3:3])[CH3:2].CC(C[AlH]CC(C)C)C.O. The catalyst is C1COCC1. The product is [OH:17][CH2:16][CH2:15][C:13]1[CH:12]=[CH:11][N:10]=[C:9]([NH:8][C:6](=[O:7])[O:5][C:1]([CH3:3])([CH3:2])[CH3:4])[CH:14]=1. The yield is 0.640. (6) The reactants are [N+:1]([C:4]1[CH:5]=[CH:6][C:7]([O:12][CH2:13][CH2:14][CH3:15])=[C:8]([CH:11]=1)[CH2:9][OH:10])([O-])=O.OCC1C=C(C=CC=1OC)N. No catalyst specified. The product is [OH:10][CH2:9][C:8]1[CH:11]=[C:4]([CH:5]=[CH:6][C:7]=1[O:12][CH2:13][CH2:14][CH3:15])[NH2:1]. The yield is 0.370. (7) The reactants are C1C=CC(P(C2C=CC=CC=2)C2C=CC=CC=2)=CC=1.[F:20][C:21]1[CH:26]=[C:25]([F:27])[CH:24]=[CH:23][C:22]=1[C:28]1[N:29]=[C:30]2[C:35]([CH2:36][CH3:37])=[N:34][CH:33]=[CH:32][N:31]2[CH:38]=1.I[C:40]1[CH:45]=[CH:44][N:43]=[C:42]([S:46][CH3:47])[N:41]=1. The catalyst is CN(C=O)C.CC([O-])=O.CC([O-])=O.[Pd+2]. The product is [F:20][C:21]1[CH:26]=[C:25]([F:27])[CH:24]=[CH:23][C:22]=1[C:28]1[N:29]=[C:30]2[C:35]([CH2:36][CH3:37])=[N:34][CH:33]=[CH:32][N:31]2[C:38]=1[C:40]1[CH:45]=[CH:44][N:43]=[C:42]([S:46][CH3:47])[N:41]=1. The yield is 0.510.